Dataset: Full USPTO retrosynthesis dataset with 1.9M reactions from patents (1976-2016). Task: Predict the reactants needed to synthesize the given product. (1) Given the product [CH3:38][O:37][C:35](=[O:36])[CH2:34][N:10]1[C:9](=[O:16])[C:8]2[C:12](=[CH:13][CH:14]=[C:6]([O:5][C:4]3[CH:17]=[CH:18][C:19]([F:20])=[C:2]([F:1])[CH:3]=3)[CH:7]=2)[C:11]1=[O:15], predict the reactants needed to synthesize it. The reactants are: [F:1][C:2]1[CH:3]=[C:4]([CH:17]=[CH:18][C:19]=1[F:20])[O:5][C:6]1[CH:7]=[C:8]2[C:12](=[CH:13][CH:14]=1)[C:11](=[O:15])[NH:10][C:9]2=[O:16].C(=O)([O-])[O-].[K+].[K+].CCC(=O)CC.Br[CH2:34][C:35]([O:37][CH3:38])=[O:36]. (2) Given the product [C:1]([C:3]1[CH:4]=[CH:5][C:6]([CH3:28])=[C:7]([N:9]([CH2:14][C:15]([N:17]([N:19]2[CH2:20][C:21]3[C:26](=[CH:25][CH:24]=[CH:23][CH:22]=3)[CH2:27]2)[CH3:18])=[O:16])[CH2:10][C:41]([NH:32][CH2:33][CH2:38][N:48]([C:68]([O:71][C:63]([CH3:64])([CH3:74])[CH3:62])=[O:70])[CH:52]([CH3:51])[CH3:53])=[O:42])[CH:8]=1)#[N:2], predict the reactants needed to synthesize it. The reactants are: [C:1]([C:3]1[CH:4]=[CH:5][C:6]([CH3:28])=[C:7]([N:9]([CH2:14][C:15]([N:17]([N:19]2[CH2:27][C:26]3[C:21](=[CH:22][CH:23]=[CH:24][CH:25]=3)[CH2:20]2)[CH3:18])=[O:16])[CH2:10]C(O)=O)[CH:8]=1)#[N:2].CC1[C:38]2[C:33](=CC(N)=C(C)C=2)[N:32]([CH:41]2CCCC[O:42]2)N=1.O[N:48]1[C:52]2[CH:53]=CC=C[C:51]=2N=N1.CCN=C=N[CH2:62][CH2:63][CH2:64]N(C)C.[C:68]([O:71]CC)(=[O:70])C.[CH3:74]CCCCC.